From a dataset of Catalyst prediction with 721,799 reactions and 888 catalyst types from USPTO. Predict which catalyst facilitates the given reaction. (1) Reactant: [Cl:1][C:2]1[N:7]=[C:6]([C:8]2[CH:9]=[C:10]([CH:17]=[CH:18][CH:19]=2)[CH2:11]OS(C)(=O)=O)[CH:5]=[CH:4][N:3]=1.[C:20]([O:24][C:25]([N:27]1[CH2:32][CH2:31][NH:30][CH2:29][C@@H:28]1[CH3:33])=[O:26])([CH3:23])([CH3:22])[CH3:21].C(N(C(C)C)CC)(C)C. Product: [C:20]([O:24][C:25]([N:27]1[CH2:32][CH2:31][N:30]([CH2:11][C:10]2[CH:17]=[CH:18][CH:19]=[C:8]([C:6]3[CH:5]=[CH:4][N:3]=[C:2]([Cl:1])[N:7]=3)[CH:9]=2)[CH2:29][C@@H:28]1[CH3:33])=[O:26])([CH3:23])([CH3:21])[CH3:22]. The catalyst class is: 57. (2) Reactant: [O:1]1[CH2:6][CH2:5][CH:4]([C:7]([C:9]2[CH:18]=[CH:17][C:12]([C:13]([O:15][CH3:16])=[O:14])=[CH:11][CH:10]=2)=O)[CH2:3][CH2:2]1.[F:19][C:20]([F:34])([F:33])[C:21]1[CH:22]=[N:23][N:24]([C:26]2[N:31]=[CH:30][C:29]([NH2:32])=[CH:28][CH:27]=2)[CH:25]=1.[B][B][B][B][B][B][B][B][B][B]. Product: [O:1]1[CH2:6][CH2:5][CH:4]([CH:7]([NH:32][C:29]2[CH:30]=[N:31][C:26]([N:24]3[CH:25]=[C:21]([C:20]([F:34])([F:33])[F:19])[CH:22]=[N:23]3)=[CH:27][CH:28]=2)[C:9]2[CH:18]=[CH:17][C:12]([C:13]([O:15][CH3:16])=[O:14])=[CH:11][CH:10]=2)[CH2:3][CH2:2]1. The catalyst class is: 5. (3) Reactant: [CH2:1]([C:5]1[N:6]([C:21]2[CH:26]=[CH:25][C:24]([O:27][C:28]3[CH:33]=[CH:32][C:31]([Cl:34])=[CH:30][CH:29]=3)=[CH:23][CH:22]=2)[CH:7]=[C:8]([C:10]2[CH:15]=[CH:14][C:13]([O:16][CH2:17][C@@H:18]3[CH2:20][O:19]3)=[CH:12][CH:11]=2)[N:9]=1)[CH2:2][CH2:3][CH3:4].[CH3:35][NH2:36]. The catalyst class is: 5. Product: [CH2:1]([C:5]1[N:6]([C:21]2[CH:22]=[CH:23][C:24]([O:27][C:28]3[CH:29]=[CH:30][C:31]([Cl:34])=[CH:32][CH:33]=3)=[CH:25][CH:26]=2)[CH:7]=[C:8]([C:10]2[CH:11]=[CH:12][C:13]([O:16][CH2:17][C@@H:18]([OH:19])[CH2:20][NH:36][CH3:35])=[CH:14][CH:15]=2)[N:9]=1)[CH2:2][CH2:3][CH3:4]. (4) Reactant: [CH2:1]1[C:6]2=[CH:7][C:8]3[CH2:9][CH2:10][CH2:11][CH2:12][C:13]=3[N:5]2[CH2:4][CH2:3][N:2]1[C:14]1[N:21]=[CH:20][CH:19]=[C:18]([C:22]2[CH:27]=[C:26]([NH:28][C:29]3[CH:34]=[CH:33][C:32]([N:35]4[CH2:40][CH2:39][N:38]([CH:41]5[CH2:44][O:43][CH2:42]5)[CH2:37][C@@H:36]4[CH3:45])=[CH:31][N:30]=3)[C:25](=[O:46])[N:24]([CH3:47])[CH:23]=2)[C:15]=1[CH:16]=[O:17].[BH4-].[Na+].CO. Product: [CH2:1]1[C:6]2=[CH:7][C:8]3[CH2:9][CH2:10][CH2:11][CH2:12][C:13]=3[N:5]2[CH2:4][CH2:3][N:2]1[C:14]1[C:15]([CH2:16][OH:17])=[C:18]([C:22]2[CH:27]=[C:26]([NH:28][C:29]3[CH:34]=[CH:33][C:32]([N:35]4[CH2:40][CH2:39][N:38]([CH:41]5[CH2:42][O:43][CH2:44]5)[CH2:37][C@@H:36]4[CH3:45])=[CH:31][N:30]=3)[C:25](=[O:46])[N:24]([CH3:47])[CH:23]=2)[CH:19]=[CH:20][N:21]=1. The catalyst class is: 4. (5) Reactant: C(O[BH-](OC(=O)C)OC(=O)C)(=O)C.[Na+].[CH:15]([C:17]1[CH:37]=[CH:36][C:20]([C:21]([NH:23][C:24]2[N:25]=[CH:26][N:27]3[C:31]([C:32]([F:35])([F:34])[F:33])=[CH:30][S:29][C:28]=23)=[O:22])=[CH:19][CH:18]=1)=O.[NH:38]1[CH2:43][CH2:42][O:41][CH2:40][CH2:39]1.C([O-])(O)=O.[Na+]. Product: [N:38]1([CH2:15][C:17]2[CH:18]=[CH:19][C:20]([C:21]([NH:23][C:24]3[N:25]=[CH:26][N:27]4[C:31]([C:32]([F:34])([F:35])[F:33])=[CH:30][S:29][C:28]=34)=[O:22])=[CH:36][CH:37]=2)[CH2:43][CH2:42][O:41][CH2:40][CH2:39]1. The catalyst class is: 279. (6) Reactant: [NH:1]1[C:5]2[CH:6]=[C:7]([C:10]([O:12][CH3:13])=[O:11])[CH:8]=[CH:9][C:4]=2[N:3]=[CH:2]1.[H-].[Na+].CI.[CH3:18]N1C2C=C(C(OC)=O)C=CC=2N=C1. Product: [CH3:18][N:3]1[C:4]2[CH:9]=[CH:8][C:7]([C:10]([O:12][CH3:13])=[O:11])=[CH:6][C:5]=2[N:1]=[CH:2]1. The catalyst class is: 1. (7) Reactant: [F:1][C:2]1[CH:3]=[C:4]([C:26]([NH2:29])([CH3:28])[CH3:27])[CH:5]=[CH:6][C:7]=1[C:8]1[S:9][C:10]2[C:15]([N:16]=1)=[CH:14][CH:13]=[C:12]([C:17]1([C:20]3[CH:25]=[CH:24][CH:23]=[CH:22][CH:21]=3)[CH2:19][CH2:18]1)[N:11]=2.[C:30]([O:34][CH3:35])(=[O:33])[CH:31]=[CH2:32]. Product: [F:1][C:2]1[CH:3]=[C:4]([C:26]([NH:29][CH2:32][CH2:31][C:30]([O:34][CH3:35])=[O:33])([CH3:27])[CH3:28])[CH:5]=[CH:6][C:7]=1[C:8]1[S:9][C:10]2[C:15]([N:16]=1)=[CH:14][CH:13]=[C:12]([C:17]1([C:20]3[CH:21]=[CH:22][CH:23]=[CH:24][CH:25]=3)[CH2:18][CH2:19]1)[N:11]=2. The catalyst class is: 2. (8) Reactant: [CH:1]1[C:10]2[C:5](=[CH:6][CH:7]=[CH:8][CH:9]=2)[CH:4]=[CH:3][C:2]=1[C@:11]1([C:26]([O:28]C)=[O:27])[CH2:13][C:12]1([C:20]1[CH:25]=[CH:24][CH:23]=[CH:22][CH:21]=1)[C:14]1[CH:19]=[CH:18][CH:17]=[CH:16][CH:15]=1.CC([O-])(C)C.[K+]. Product: [CH:1]1[C:10]2[C:5](=[CH:6][CH:7]=[CH:8][CH:9]=2)[CH:4]=[CH:3][C:2]=1[C@:11]1([C:26]([OH:28])=[O:27])[CH2:13][C:12]1([C:20]1[CH:21]=[CH:22][CH:23]=[CH:24][CH:25]=1)[C:14]1[CH:19]=[CH:18][CH:17]=[CH:16][CH:15]=1. The catalyst class is: 16. (9) Reactant: [CH2:1]([N:3]1[C:7]2=[N:8][C:9]([CH2:29][CH3:30])=[C:10]([CH2:19][NH:20][C:21]([C:23]3([C:26]([OH:28])=O)[CH2:25][CH2:24]3)=[O:22])[C:11]([NH:12][CH:13]3[CH2:18][CH2:17][O:16][CH2:15][CH2:14]3)=[C:6]2[CH:5]=[N:4]1)[CH3:2].C[N:32](C(ON1N=NC2C=CC=CC1=2)=[N+](C)C)C.F[P-](F)(F)(F)(F)F.CCN(CC)CC.[Br:62][C:63]1[CH:64]=[C:65]([CH2:70]N)[CH:66]=[CH:67][C:68]=1[Cl:69]. Product: [Br:62][C:63]1[CH:64]=[C:65]([CH2:70][N:20]([CH2:19][C:10]2[C:11]([NH:12][CH:13]3[CH2:14][CH2:15][O:16][CH2:17][CH2:18]3)=[C:6]3[CH:5]=[N:4][N:3]([CH2:1][CH3:2])[C:7]3=[N:8][C:9]=2[CH2:29][CH3:30])[C:21]([C:23]2([C:26]([NH2:32])=[O:28])[CH2:24][CH2:25]2)=[O:22])[CH:66]=[CH:67][C:68]=1[Cl:69]. The catalyst class is: 2. (10) Reactant: [OH:1][C@H:2]1[C@H:6]([O:7][CH3:8])[CH2:5][N:4]([C:9]([O:11][CH2:12][C:13]2[CH:18]=[CH:17][CH:16]=[CH:15][CH:14]=2)=[O:10])[CH2:3]1.[CH3:19][C:20]1[CH:25]=[CH:24][C:23]([S:26](Cl)(=[O:28])=[O:27])=[CH:22][CH:21]=1.C(N(CC)CC)C. Product: [CH3:8][O:7][C@H:6]1[C@H:2]([O:1][S:26]([C:23]2[CH:24]=[CH:25][C:20]([CH3:19])=[CH:21][CH:22]=2)(=[O:28])=[O:27])[CH2:3][N:4]([C:9]([O:11][CH2:12][C:13]2[CH:18]=[CH:17][CH:16]=[CH:15][CH:14]=2)=[O:10])[CH2:5]1. The catalyst class is: 143.